From a dataset of Full USPTO retrosynthesis dataset with 1.9M reactions from patents (1976-2016). Predict the reactants needed to synthesize the given product. (1) Given the product [ClH:61].[NH2:53][CH2:52][C@H:49]1[CH2:48][CH2:47][C@H:46]([C:44]([NH:43][C@H:28]([C:29](=[O:42])[NH:30][C:31]2[CH:32]=[CH:33][C:34]([C:37]3[N:38]=[N:39][NH:40][N:41]=3)=[CH:35][CH:36]=2)[CH2:27][C:24]2[CH:25]=[CH:26][C:21]([C:4]3[C:3]([O:2][CH3:1])=[CH:8][C:7]([C:9]([NH:10][CH:11]4[CH2:12][CH2:13][N:14]([CH3:17])[CH2:15][CH2:16]4)=[O:18])=[CH:6][C:5]=3[O:19][CH3:20])=[CH:22][CH:23]=2)=[O:45])[CH2:51][CH2:50]1, predict the reactants needed to synthesize it. The reactants are: [CH3:1][O:2][C:3]1[CH:8]=[C:7]([C:9](=[O:18])[NH:10][CH:11]2[CH2:16][CH2:15][N:14]([CH3:17])[CH2:13][CH2:12]2)[CH:6]=[C:5]([O:19][CH3:20])[C:4]=1[C:21]1[CH:26]=[CH:25][C:24]([CH2:27][C@H:28]([NH:43][C:44]([C@H:46]2[CH2:51][CH2:50][C@H:49]([CH2:52][NH:53]C(=O)OC(C)(C)C)[CH2:48][CH2:47]2)=[O:45])[C:29](=[O:42])[NH:30][C:31]2[CH:36]=[CH:35][C:34]([C:37]3[N:38]=[N:39][NH:40][N:41]=3)=[CH:33][CH:32]=2)=[CH:23][CH:22]=1.[ClH:61]. (2) Given the product [F:21][C:20]([F:23])([F:22])[C:17]1[CH:18]=[CH:19][C:14]([O:5][C:6]([CH2:11][F:12])([C:9]#[CH:10])[CH2:7][F:8])=[CH:15][CH:16]=1, predict the reactants needed to synthesize it. The reactants are: CS([O:5][C:6]([CH2:11][F:12])([C:9]#[CH:10])[CH2:7][F:8])(=O)=O.O[C:14]1[CH:19]=[CH:18][C:17]([C:20]([F:23])([F:22])[F:21])=[CH:16][CH:15]=1.C(N(C(C)C)CC)(C)C. (3) Given the product [OH:23][CH2:22][CH2:21][N:20]([CH3:19])[C:14](=[O:16])[C@H:13]([O:12][C:10]1[CH:9]=[CH:8][CH:7]=[C:6]2[C:11]=1[C:2](=[O:1])[NH:3][CH:4]=[N:5]2)[CH3:18], predict the reactants needed to synthesize it. The reactants are: [O:1]=[C:2]1[C:11]2[C:6](=[CH:7][CH:8]=[CH:9][C:10]=2[O:12][C@H:13]([CH3:18])[C:14]([O:16]C)=O)[N:5]=[CH:4][NH:3]1.[CH3:19][NH:20][CH2:21][CH2:22][OH:23].